Predict which catalyst facilitates the given reaction. From a dataset of Catalyst prediction with 721,799 reactions and 888 catalyst types from USPTO. (1) Reactant: [N+:1]([C:4]1[CH:5]=[C:6]([CH:10]=[CH:11][C:12]=1COCCC)[C:7]([O-:9])=[O:8])([O-:3])=[O:2].[Li+].[OH-].[CH2:20]1C[O:23][CH2:22][CH2:21]1. Product: [N+:1]([C:4]1[CH:5]=[C:6]([CH:10]=[CH:11][C:12]=1[O:23][CH2:22][CH2:21][CH3:20])[C:7]([OH:9])=[O:8])([O-:3])=[O:2]. The catalyst class is: 88. (2) Product: [Cl:1][C:2]1[CH:3]=[C:4]([NH:21][S:22]([C:25]2[CH:30]=[CH:29][C:28]([CH3:31])=[C:27]([C:32]([F:35])([F:33])[F:34])[CH:26]=2)(=[O:23])=[O:24])[C:5]([C:8]([C:10]2[C:18]3[N:17]([CH3:19])[C:16](=[O:20])[NH:15][C:14]=3[CH:13]=[CH:12][CH:11]=2)=[O:9])=[N:6][CH:7]=1. Reactant: [Cl:1][C:2]1[CH:3]=[C:4]([N:21](COC)[S:22]([C:25]2[CH:30]=[CH:29][C:28]([CH3:31])=[C:27]([C:32]([F:35])([F:34])[F:33])[CH:26]=2)(=[O:24])=[O:23])[C:5]([C:8]([C:10]2[C:18]3[N:17]([CH3:19])[C:16](=[O:20])[NH:15][C:14]=3[CH:13]=[CH:12][CH:11]=2)=[O:9])=[N:6][CH:7]=1.O.CO. The catalyst class is: 89. (3) Reactant: [F:1][C:2]1[CH:28]=[CH:27][CH:26]=[C:25]([F:29])[C:3]=1[C:4]([NH:6][C:7]1[CH:12]=[CH:11][C:10]([C:13]2[CH:24]=[CH:23][C:16]3[O:17][CH2:18][C:19](=[O:22])[N:20]([CH3:21])[C:15]=3[CH:14]=2)=[CH:9][CH:8]=1)=[O:5].Br[C:31]1C=CC2OCC(=O)N(C)C=2C=1.BrC1C(C2C=CC(NC(=O)C3C(F)=CC=CC=3F)=CC=2)=CC2N(C)C(=O)COC=2C=1.C1C(=O)N(Br)C(=O)C1. Product: [CH3:21][N:20]1[C:19](=[O:22])[CH2:18][O:17][C:16]2[CH:23]=[C:24]([CH3:31])[C:13]([C:10]3[CH:9]=[CH:8][C:7]([NH:6][C:4](=[O:5])[C:3]4[C:2]([F:1])=[CH:28][CH:27]=[CH:26][C:25]=4[F:29])=[CH:12][CH:11]=3)=[CH:14][C:15]1=2. The catalyst class is: 61. (4) Reactant: [O:1]1[CH2:6][CH2:5][N:4]([C:7]2[CH:16]=[N:15][CH:14]=[C:13]3[C:8]=2[CH:9]=[C:10]([C:17]([OH:19])=O)[CH:11]=[N:12]3)[CH2:3][CH2:2]1.C(N1C=CN=C1)([N:22]1C=CN=C1)=O.[OH-].[NH4+]. Product: [O:1]1[CH2:6][CH2:5][N:4]([C:7]2[CH:16]=[N:15][CH:14]=[C:13]3[C:8]=2[CH:9]=[C:10]([C:17]([NH2:22])=[O:19])[CH:11]=[N:12]3)[CH2:3][CH2:2]1. The catalyst class is: 4. (5) Reactant: [NH2:1][C:2]1[CH:3]=[CH:4][C:5]2[C:6](=[O:17])[C:7](=[O:16])[C:8]3[C:13]([C:14]=2[CH:15]=1)=[CH:12][CH:11]=[CH:10][CH:9]=3.C([O-])([O-])=O.[Na+].[Na+].Cl[C:25](=[O:32])[CH2:26][CH2:27][C:28]([O:30][CH3:31])=[O:29]. Product: [CH3:31][O:30][C:28](=[O:29])[CH2:27][CH2:26][C:25]([NH:1][C:2]1[CH:3]=[CH:4][C:5]2[C:6](=[O:17])[C:7](=[O:16])[C:8]3[C:13]([C:14]=2[CH:15]=1)=[CH:12][CH:11]=[CH:10][CH:9]=3)=[O:32]. The catalyst class is: 12.